Dataset: Full USPTO retrosynthesis dataset with 1.9M reactions from patents (1976-2016). Task: Predict the reactants needed to synthesize the given product. (1) The reactants are: C(N(CC)CC)C.[Br:8][C:9]1[CH:10]=[N:11][CH:12]=[C:13]([C:15]#[CH:16])[CH:14]=1.[F:17][C:18]1[CH:23]=[CH:22][C:21](I)=[CH:20][CH:19]=1. Given the product [Br:8][C:9]1[CH:10]=[N:11][CH:12]=[C:13]([C:15]#[C:16][C:21]2[CH:22]=[CH:23][C:18]([F:17])=[CH:19][CH:20]=2)[CH:14]=1, predict the reactants needed to synthesize it. (2) Given the product [CH2:6]([O:8][C:9]([C:11]1[C:16](=[O:3])[NH:15][C:14]2[CH:18]=[CH:19][S:20][C:13]=2[C:12]=1[Cl:21])=[O:10])[CH3:7], predict the reactants needed to synthesize it. The reactants are: C([O-])(=[O:3])C.[NH4+].[CH2:6]([O:8][C:9]([C:11]1[C:12]([Cl:21])=[C:13]2[S:20][CH:19]=[CH:18][C:14]2=[N:15][C:16]=1Cl)=[O:10])[CH3:7]. (3) Given the product [C:20]([C:17]1[CH:18]=[CH:19][C:14]([C:13]([N:6]2[C@@H:7]([C:8]3[S:9][CH:10]=[CH:11][N:12]=3)[C@H:3]([C:1]3[NH:2][C:42](=[O:43])[O:38][N:37]=3)[CH2:4][C@@:5]2([CH2:32][CH:33]([CH3:35])[CH3:34])[C:25]([OH:27])=[O:26])=[O:39])=[CH:15][CH:16]=1)([CH3:23])([CH3:21])[CH3:22], predict the reactants needed to synthesize it. The reactants are: [C:1]([C@@H:3]1[C@H:7]([C:8]2[S:9][CH:10]=[CH:11][N:12]=2)[N:6]([C:13](=O)[C:14]2[CH:19]=[CH:18][C:17]([C:20]([CH3:23])([CH3:22])[CH3:21])=[CH:16][CH:15]=2)[C@:5]([CH2:32][CH:33]([CH3:35])[CH3:34])([C:25]([O:27]C(C)(C)C)=[O:26])[CH2:4]1)#[N:2].Cl.[NH2:37][OH:38].[OH-:39].[K+].Cl[C:42](OCC)=[O:43]. (4) Given the product [ClH:57].[O:1]1[C:6]2[CH:7]=[CH:8][C:9]([CH2:11][NH:12][CH:20]3[CH2:25][CH2:24][N:23]([CH2:26][CH2:27][N:28]4[C:37]5[C:32](=[CH:33][CH:34]=[CH:35][CH:36]=5)[C:31]([C:38]5[CH:39]=[CH:40][N:41]=[CH:42][CH:43]=5)=[CH:30][C:29]4=[O:44])[CH2:22][CH2:21]3)=[CH:10][C:5]=2[O:4][CH2:3][CH2:2]1, predict the reactants needed to synthesize it. The reactants are: [O:1]1[C:6]2[CH:7]=[CH:8][C:9]([CH2:11][N:12]([CH:20]3[CH2:25][CH2:24][N:23]([CH2:26][CH2:27][N:28]4[C:37]5[C:32](=[CH:33][CH:34]=[CH:35][CH:36]=5)[C:31]([C:38]5[CH:43]=[CH:42][N:41]=[CH:40][CH:39]=5)=[CH:30][C:29]4=[O:44])[CH2:22][CH2:21]3)C(=O)OC(C)(C)C)=[CH:10][C:5]=2[O:4][CH2:3][CH2:2]1.FC(F)(F)C(O)=O.C(=O)([O-])O.[Na+].[ClH:57].C(OCC)(=O)C. (5) Given the product [CH3:19][O:20][P:21]([CH2:25][C:10](=[O:12])[CH:9]([O:8][Si:1]([C:4]([CH3:5])([CH3:6])[CH3:7])([CH3:2])[CH3:3])[CH2:15][CH2:16][CH2:17][CH3:18])(=[O:24])[O:22][CH3:23], predict the reactants needed to synthesize it. The reactants are: [Si:1]([O:8][CH:9]([CH2:15][CH2:16][CH2:17][CH3:18])[C:10]([O:12]CC)=O)([C:4]([CH3:7])([CH3:6])[CH3:5])([CH3:3])[CH3:2].[CH3:19][O:20][P:21]([CH2:25]C(=O)CC(O[Si](C(C)(C)C)(C)C)CCC)(=[O:24])[O:22][CH3:23]. (6) The reactants are: [H-].[Na+].[CH3:3][NH:4][C:5]1[N:9]([CH3:10])[C:8]([C:11]2[CH:16]=[CH:15][N:14]=[CH:13][CH:12]=2)=[N:7][N:6]=1.Cl[CH:18]([C:20]1[NH:24][N:23]([C:25]2[CH:30]=[CH:29][CH:28]=[C:27]([Cl:31])[CH:26]=2)[C:22](=[O:32])[N:21]=1)[CH3:19].[Cl-].[NH4+]. Given the product [Cl:31][C:27]1[CH:26]=[C:25]([N:23]2[C:22](=[O:32])[NH:21][C:20]([CH:18]([N:4]([CH3:3])[C:5]3[N:9]([CH3:10])[C:8]([C:11]4[CH:16]=[CH:15][N:14]=[CH:13][CH:12]=4)=[N:7][N:6]=3)[CH3:19])=[N:24]2)[CH:30]=[CH:29][CH:28]=1, predict the reactants needed to synthesize it. (7) Given the product [Br:40][C:21]1[C:22]2[C:27](=[CH:26][CH:25]=[CH:24][CH:23]=2)[C:14]([N:13]([C:28]2[CH:29]=[CH:30][C:31]([CH2:34][CH2:35][CH2:36][CH2:37][CH2:38][CH3:39])=[CH:32][CH:33]=2)[C:10]2[CH:9]=[CH:8][C:7]([CH2:1][CH2:2][CH2:3][CH2:4][CH2:5][CH3:6])=[CH:12][CH:11]=2)=[C:15]2[C:20]=1[CH:19]=[CH:18][CH:17]=[CH:16]2, predict the reactants needed to synthesize it. The reactants are: [CH2:1]([C:7]1[CH:12]=[CH:11][C:10]([N:13]([C:28]2[CH:33]=[CH:32][C:31]([CH2:34][CH2:35][CH2:36][CH2:37][CH2:38][CH3:39])=[CH:30][CH:29]=2)[C:14]2[C:15]3[C:20]([CH:21]=[C:22]4[C:27]=2[CH:26]=[CH:25][CH:24]=[CH:23]4)=[CH:19][CH:18]=[CH:17][CH:16]=3)=[CH:9][CH:8]=1)[CH2:2][CH2:3][CH2:4][CH2:5][CH3:6].[Br:40]N1C(=O)CCC1=O.